This data is from Forward reaction prediction with 1.9M reactions from USPTO patents (1976-2016). The task is: Predict the product of the given reaction. (1) Given the reactants C(N(CC)C(C)C)(C)C.FC(F)(F)C(O)=O.[CH3:17][O:18][C:19]1[CH:20]=[C:21]([C:31]2[N:32]=[C:33]([O:41][C@@H:42]([C@H:44]3[CH2:48][NH:47][C:46](=[O:49])[CH2:45]3)[CH3:43])[C:34]3[N:35]([N:37]=[CH:38][C:39]=3[CH3:40])[CH:36]=2)[CH:22]=[CH:23][C:24]=1[N:25]1[CH2:30][CH2:29][NH:28][CH2:27][CH2:26]1.[O:50]1[CH2:53][C:52](=O)[CH2:51]1.C(O[BH-](OC(=O)C)OC(=O)C)(=O)C.[Na+], predict the reaction product. The product is: [CH3:17][O:18][C:19]1[CH:20]=[C:21]([C:31]2[N:32]=[C:33]([O:41][C@@H:42]([C@H:44]3[CH2:48][NH:47][C:46](=[O:49])[CH2:45]3)[CH3:43])[C:34]3[N:35]([N:37]=[CH:38][C:39]=3[CH3:40])[CH:36]=2)[CH:22]=[CH:23][C:24]=1[N:25]1[CH2:26][CH2:27][N:28]([CH:52]2[CH2:53][O:50][CH2:51]2)[CH2:29][CH2:30]1. (2) Given the reactants [CH3:1][O:2][C:3]1[CH:4]=[C:5]2[C:9](=[CH:10][CH:11]=1)[NH:8][C:7](=[O:12])[CH2:6]2.[N:13]1[CH:18]=[CH:17][CH:16]=[C:15](/[CH:19]=[CH:20]/[C:21]2[C:29]3[C:24](=[CH:25][C:26]([CH:30]=O)=[CH:27][CH:28]=3)[NH:23][N:22]=2)[CH:14]=1, predict the reaction product. The product is: [CH3:1][O:2][C:3]1[CH:4]=[C:5]2[C:9](=[CH:10][CH:11]=1)[NH:8][C:7](=[O:12])[C:6]2=[CH:30][C:26]1[CH:25]=[C:24]2[C:29]([C:21](/[CH:20]=[CH:19]/[C:15]3[CH:14]=[N:13][CH:18]=[CH:17][CH:16]=3)=[N:22][NH:23]2)=[CH:28][CH:27]=1. (3) Given the reactants [CH2:1]([O:3][C:4](=[O:21])[C:5]1[CH:10]=[C:9]([OH:11])[CH:8]=[C:7]([O:12][C:13]2[CH:18]=[CH:17][C:16]([C:19]#[N:20])=[CH:15][CH:14]=2)[CH:6]=1)[CH3:2].Br[CH2:23][C:24]1[CH:29]=[CH:28][CH:27]=[C:26]([N+:30]([O-:32])=[O:31])[CH:25]=1, predict the reaction product. The product is: [CH2:1]([O:3][C:4](=[O:21])[C:5]1[CH:10]=[C:9]([O:11][CH2:23][C:24]2[CH:29]=[CH:28][CH:27]=[C:26]([N+:30]([O-:32])=[O:31])[CH:25]=2)[CH:8]=[C:7]([O:12][C:13]2[CH:18]=[CH:17][C:16]([C:19]#[N:20])=[CH:15][CH:14]=2)[CH:6]=1)[CH3:2]. (4) Given the reactants [CH3:1][O:2][C:3]1[CH:8]=[CH:7][C:6]([CH2:9][CH2:10][CH2:11][N:12]2[CH:16]([C:17]3[CH:22]=[CH:21][C:20]([O:23][CH3:24])=[CH:19][CH:18]=3)[CH2:15][NH:14][C:13]2=[O:25])=[CH:5][CH:4]=1.[N:26]([O-])=O.[Na+], predict the reaction product. The product is: [NH2:26][N:14]1[CH2:15][CH:16]([C:17]2[CH:18]=[CH:19][C:20]([O:23][CH3:24])=[CH:21][CH:22]=2)[N:12]([CH2:11][CH2:10][CH2:9][C:6]2[CH:5]=[CH:4][C:3]([O:2][CH3:1])=[CH:8][CH:7]=2)[C:13]1=[O:25].